Dataset: Catalyst prediction with 721,799 reactions and 888 catalyst types from USPTO. Task: Predict which catalyst facilitates the given reaction. Reactant: [OH:1][C:2]1[CH:10]=[CH:9][C:8]([C:11]2[N:12]([C:27]([O:29][C:30]([CH3:33])([CH3:32])[CH3:31])=[O:28])[C:13]3[C:18]([CH:19]=2)=[CH:17][C:16]([CH2:20][N:21]2[CH2:26][CH2:25][CH2:24][CH2:23][CH2:22]2)=[CH:15][CH:14]=3)=[C:7]2[C:3]=1[CH2:4][NH:5][C:6]2=[O:34].C(N(CC)CC)C.[CH3:42][N:43]1[CH:47]=[C:46]([S:48](Cl)(=[O:50])=[O:49])[N:45]=[C:44]1[CH3:52]. Product: [CH3:42][N:43]1[CH:47]=[C:46]([S:48]([O:1][C:2]2[CH:10]=[CH:9][C:8]([C:11]3[N:12]([C:27]([O:29][C:30]([CH3:31])([CH3:33])[CH3:32])=[O:28])[C:13]4[C:18]([CH:19]=3)=[CH:17][C:16]([CH2:20][N:21]3[CH2:26][CH2:25][CH2:24][CH2:23][CH2:22]3)=[CH:15][CH:14]=4)=[C:7]3[C:3]=2[CH2:4][NH:5][C:6]3=[O:34])(=[O:50])=[O:49])[N:45]=[C:44]1[CH3:52]. The catalyst class is: 10.